From a dataset of Forward reaction prediction with 1.9M reactions from USPTO patents (1976-2016). Predict the product of the given reaction. (1) Given the reactants Cl.[CH:2]([CH:15]1[C:20](=[O:21])[CH2:19][CH2:18][NH:17][CH2:16]1)([C:9]1[CH:14]=[CH:13][CH:12]=[CH:11][CH:10]=1)[C:3]1[CH:8]=[CH:7][CH:6]=[CH:5][CH:4]=1.C(N(C(C)C)CC)(C)C.[Br:31][C:32]1[CH:33]=[CH:34][C:35]([O:40][CH:41]([CH3:43])[CH3:42])=[C:36]([CH:39]=1)[CH2:37]O.C(=O)([O-])O.[Na+], predict the reaction product. The product is: [CH:2]([CH:15]1[C:20](=[O:21])[CH2:19][CH2:18][N:17]([CH2:37][C:36]2[CH:39]=[C:32]([Br:31])[CH:33]=[CH:34][C:35]=2[O:40][CH:41]([CH3:43])[CH3:42])[CH2:16]1)([C:9]1[CH:14]=[CH:13][CH:12]=[CH:11][CH:10]=1)[C:3]1[CH:4]=[CH:5][CH:6]=[CH:7][CH:8]=1. (2) Given the reactants C[C@@H:2]1[CH2:6][CH2:5][C:4](=[C:7]([CH3:9])C)[CH:3]1[C:10]([O:12][CH2:13]C)=[O:11].[CH2:15]=[O:16].[ClH:17], predict the reaction product. The product is: [Cl:17][C:2]1[CH:6]=[CH:5][C:4]([CH:3]([CH2:15][OH:16])[C:10]([O:12][CH3:13])=[O:11])=[CH:7][CH:9]=1. (3) Given the reactants [F:1][C:2]([F:25])([F:24])[C:3]([C:15]1[CH:16]=[C:17]2[C:21](=[CH:22][CH:23]=1)[NH:20][N:19]=[CH:18]2)([C:5]1[C:13]2[C:8](=[CH:9][CH:10]=[CH:11][CH:12]=2)[N:7]([CH3:14])[CH:6]=1)[OH:4].[CH:26]1([C:30](Cl)=[O:31])[CH2:29][CH2:28][CH2:27]1, predict the reaction product. The product is: [CH:26]1([C:30]([N:20]2[C:21]3[C:17](=[CH:16][C:15]([C:3]([OH:4])([C:5]4[C:13]5[C:8](=[CH:9][CH:10]=[CH:11][CH:12]=5)[N:7]([CH3:14])[CH:6]=4)[C:2]([F:1])([F:24])[F:25])=[CH:23][CH:22]=3)[CH:18]=[N:19]2)=[O:31])[CH2:29][CH2:28][CH2:27]1. (4) Given the reactants [CH2:1]([O:8][CH2:9][CH2:10][C@H:11]([O:17]C(=O)C)[C:12]([CH3:16])([CH3:15])[C:13]#[N:14])[C:2]1[CH:7]=[CH:6][CH:5]=[CH:4][CH:3]=1.[OH-].[Na+].O, predict the reaction product. The product is: [CH2:1]([O:8][CH2:9][CH2:10][C@H:11]([OH:17])[C:12]([CH3:15])([CH3:16])[C:13]#[N:14])[C:2]1[CH:7]=[CH:6][CH:5]=[CH:4][CH:3]=1. (5) The product is: [Cl:14][C:13]1[C:8]2[CH2:7][CH2:6][C:5]3[CH:15]=[CH:16][CH:17]=[CH:18][C:4]=3[C:3](=[CH:2][C:22]3[CH:21]=[C:20]([OH:19])[CH:25]=[CH:24][CH:23]=3)[C:9]=2[CH:10]=[CH:11][CH:12]=1. Given the reactants Br[CH:2]=[C:3]1[C:9]2[CH:10]=[CH:11][CH:12]=[C:13]([Cl:14])[C:8]=2[CH2:7][CH2:6][C:5]2[CH:15]=[CH:16][CH:17]=[CH:18][C:4]1=2.[OH:19][C:20]1[CH:21]=[C:22](B(O)O)[CH:23]=[CH:24][CH:25]=1, predict the reaction product. (6) Given the reactants Cl[CH2:2][CH2:3][O:4][C:5]1[CH:14]=[C:13]2[C:8]([C:9]([O:15][C:16]3[C:17]([C:26](=[O:28])[CH3:27])=[N:18][C:19]4[C:24]([CH:25]=3)=[CH:23][CH:22]=[CH:21][CH:20]=4)=[CH:10][CH:11]=[N:12]2)=[CH:7][C:6]=1[O:29][CH3:30].C(=O)([O-])[O-:32].[K+].[K+].O, predict the reaction product. The product is: [OH:32][CH2:2][CH2:3][O:4][C:5]1[CH:14]=[C:13]2[C:8]([C:9]([O:15][C:16]3[C:17]([C:26](=[O:28])[CH3:27])=[N:18][C:19]4[C:24]([CH:25]=3)=[CH:23][CH:22]=[CH:21][CH:20]=4)=[CH:10][CH:11]=[N:12]2)=[CH:7][C:6]=1[O:29][CH3:30]. (7) Given the reactants [C:1]([N:11](C(OCC1C=CC=CC=1)=O)[C@H:12]([C:18]([OH:20])=[O:19])[CH2:13][CH2:14][CH2:15][CH2:16][NH2:17])([O:3][CH2:4][C:5]1[CH:10]=[CH:9][CH:8]=[CH:7][CH:6]=1)=[O:2].CC(C)N=C=NC(C)C.CC[C@@]1(O)C(=O)OCC2C(N3C(=CC1=2)C1N=C2C(C=CC=C2)=CC=1C3)=O, predict the reaction product. The product is: [NH:11]([C:1]([O:3][CH2:4][C:5]1[CH:6]=[CH:7][CH:8]=[CH:9][CH:10]=1)=[O:2])[C@H:12]([C:18]([OH:20])=[O:19])[CH2:13][CH2:14][CH2:15][CH2:16][NH2:17]. (8) The product is: [Br:51][C:38]1[CH:39]=[C:40]([C:41]([C:43]2[CH:48]=[CH:47][CH:46]=[CH:45][C:44]=2[O:49][CH3:50])=[CH:12][O:13][CH3:14])[C:35]([NH2:34])=[N:36][CH:37]=1. Given the reactants C[Si]([N-][Si](C)(C)C)(C)C.[K+].[Cl-].[CH3:12][O:13][CH2:14][P+](C1C=CC=CC=1)(C1C=CC=CC=1)C1C=CC=CC=1.[NH2:34][C:35]1[C:40]([C:41]([C:43]2[CH:48]=[CH:47][CH:46]=[CH:45][C:44]=2[O:49][CH3:50])=O)=[CH:39][C:38]([Br:51])=[CH:37][N:36]=1, predict the reaction product. (9) Given the reactants [CH2:1]([O:3][C:4]1[CH:5]=[C:6]([C:13](=[O:21])[CH2:14][CH2:15][C:16]([O:18][CH2:19]C)=[O:17])[CH:7]=[CH:8][C:9]=1[O:10][CH2:11][CH3:12])[CH3:2].[CH:22]([O-])([O-])[O:23]C.S(=O)(=O)(O)O.[C:32](=O)([O-])O.[Na+], predict the reaction product. The product is: [CH2:1]([O:3][C:4]1[CH:5]=[C:6]([C:13]([O:21][CH3:32])([O:23][CH3:22])[CH2:14][CH2:15][C:16]([O:18][CH3:19])=[O:17])[CH:7]=[CH:8][C:9]=1[O:10][CH2:11][CH3:12])[CH3:2]. (10) Given the reactants [C:1]([C@H:3]1[CH2:7][CH2:6][CH2:5][N:4]1[C:8]([O:10][C:11]([CH3:14])([CH3:13])[CH3:12])=[O:9])#[CH:2].[Cl:15][C:16]1[CH:17]=[C:18](I)[CH:19]=[CH:20][CH:21]=1.[N-:23]=[N+:24]=[N-:25].[Na+].O=C1O[C@H]([C@H](CO)O)C([O-])=C1O.[Na+].N1CCC[C@H]1C(O)=O.C([O-])([O-])=O.[Na+].[Na+].[NH4+].[OH-], predict the reaction product. The product is: [Cl:15][C:16]1[CH:17]=[C:18]([N:23]2[CH:2]=[C:1]([C@H:3]3[CH2:7][CH2:6][CH2:5][N:4]3[C:8]([O:10][C:11]([CH3:14])([CH3:13])[CH3:12])=[O:9])[N:25]=[N:24]2)[CH:19]=[CH:20][CH:21]=1.